From a dataset of Experimentally validated miRNA-target interactions with 360,000+ pairs, plus equal number of negative samples. Binary Classification. Given a miRNA mature sequence and a target amino acid sequence, predict their likelihood of interaction. (1) The miRNA is rno-miR-34a-5p with sequence UGGCAGUGUCUUAGCUGGUUGU. The protein sequence of the target gene is MDQNEHSHWGPHAKGQCASRSELRIILVGKTGTGKSAAGNSILRKQAFESKLGSQTLTKTCSKSQGSWGNREIVIIDTPDMFSWKDHCEALYKEVQRCYLLSAPGPHVLLLVTQLGRYTSQDQQAAQRVKEIFGEDAMGHTIVLFTHKEDLNGGSLMDYMHDSDNKALSKLVAACGGRICAFNNRAEGSNQDDQVKELMDCIEDLLMEKNGDHYTNGLYSLIQRSKCGPVGSDERVKEFKQSLIKYMETQRSYTALAEANCLKGALIKTQLCVLFCIQLFLRLIILWLCILHSMCNLFCC.... Result: 0 (no interaction). (2) Result: 0 (no interaction). The protein sequence of the target gene is MKLNERSLAFYATCDAPVDNAGFLYKRGGRGTGSHRRWFVLRGNILFYFEAEGSREPLGVILLEGCTVELVDAREEFAFAVRFAGGRSRPYVLAADSQAALEGWVKALSRASFHYLRLVVRELEQQLAAMREGSPANALPANPSPVLTQRPKENGWVVWSTLPEQPSVAPQRPPPLPPRRRASAANGPLASFAQLHARYGLEVQALRDQWRGGQAGLASLEVPWHPGSAETQTQDQPALRGHSGCKVLHVFRSVEWPVCNPGSQGT. The miRNA is rno-miR-132-5p with sequence ACCGUGGCUUUCGAUUGUUACU. (3) The miRNA is ath-miR396a-5p with sequence UUCCACAGCUUUCUUGAACUG. Result: 0 (no interaction). The protein sequence of the target gene is MRRFVYCKVVLATSLMWVLVDVFLLLYFSECNKCDDKKERSLLPALRAVISRNQEGPGEMGKAVLIPKDDQEKMKELFKINQFNLMASDLIALNRSLPDVRLEGCKTKVYPDELPNTSVVIVFHNEAWSTLLRTVYSVINRSPHYLLSEVILVDDASERDFLKLTLENYVKTLEVPVKIIRMEERSGLIRARLRGAAASKGQVITFLDAHCECTLGWLEPLLARIKEDRKTVVCPIIDVISDDTFEYMAGSDMTYGGFNWKLNFRWYPVPQREMDRRKGDRTLPVRTPTMAGGLFSIDRN....